Dataset: Forward reaction prediction with 1.9M reactions from USPTO patents (1976-2016). Task: Predict the product of the given reaction. (1) Given the reactants [CH3:1][O:2][C:3](=[O:20])[CH2:4][C:5]1[C:10]([S:11][CH3:12])=[C:9]([N:13]2[CH2:18][CH2:17][O:16][CH2:15][CH2:14]2)[N:8]=[C:7](Cl)[N:6]=1.CC1(C)C(C)(C)OB([C:29]2[CH:35]=[CH:34][C:32]([NH2:33])=[CH:31][CH:30]=2)O1.C([O-])([O-])=O.[Na+].[Na+], predict the reaction product. The product is: [CH3:1][O:2][C:3](=[O:20])[CH2:4][C:5]1[C:10]([S:11][CH3:12])=[C:9]([N:13]2[CH2:18][CH2:17][O:16][CH2:15][CH2:14]2)[N:8]=[C:7]([C:29]2[CH:35]=[CH:34][C:32]([NH2:33])=[CH:31][CH:30]=2)[N:6]=1. (2) Given the reactants [Br:1][C:2]1[CH:7]=[CH:6][C:5]([C:8]2[CH:13]=[C:12]([C:14]([N:16]3[CH2:20][CH2:19][CH2:18][CH2:17]3)=[O:15])[CH:11]=[C:10]([C:21](O)=[O:22])[CH:9]=2)=[CH:4][CH:3]=1.Cl.CN(C)CCCN=C=NCC.O.ON1C2C=CC=CC=2N=N1.[CH3:47][C:48]1[N:53]=[CH:52][C:51]([CH2:54][NH2:55])=[CH:50][CH:49]=1.C(N(CC)C(C)C)(C)C, predict the reaction product. The product is: [Br:1][C:2]1[CH:7]=[CH:6][C:5]([C:8]2[CH:13]=[C:12]([C:14]([N:16]3[CH2:20][CH2:19][CH2:18][CH2:17]3)=[O:15])[CH:11]=[C:10]([C:21]([NH:55][CH2:54][C:51]3[CH:52]=[N:53][C:48]([CH3:47])=[CH:49][CH:50]=3)=[O:22])[CH:9]=2)=[CH:4][CH:3]=1. (3) Given the reactants [NH:1]([C:14]([O:16][C:17]([CH3:20])([CH3:19])[CH3:18])=[O:15])[C@H:2]([C:11]([OH:13])=O)[CH2:3][C:4]1[CH:9]=[CH:8][C:7]([I:10])=[CH:6][CH:5]=1.[CH2:21]([O:25][C:26]([N:28]1[CH2:33][CH2:32][NH:31][CH2:30][CH2:29]1)=[O:27])[CH2:22][CH2:23][CH3:24], predict the reaction product. The product is: [CH2:21]([O:25][C:26]([N:28]1[CH2:33][CH2:32][N:31]([C:11](=[O:13])[C@@H:2]([NH:1][C:14]([O:16][C:17]([CH3:20])([CH3:19])[CH3:18])=[O:15])[CH2:3][C:4]2[CH:5]=[CH:6][C:7]([I:10])=[CH:8][CH:9]=2)[CH2:30][CH2:29]1)=[O:27])[CH2:22][CH2:23][CH3:24].